From a dataset of Forward reaction prediction with 1.9M reactions from USPTO patents (1976-2016). Predict the product of the given reaction. (1) Given the reactants [NH2:1][CH2:2][CH2:3][CH2:4][CH2:5][C:6]1[N:7]([CH2:20][CH:21]([CH3:23])[CH3:22])[C:8]2[C:17]3[CH2:16][CH2:15][CH2:14][CH2:13][C:12]=3[N:11]=[C:10]([NH2:18])[C:9]=2[N:19]=1.[C:24]1([N:30]=[C:31]=[O:32])[CH:29]=[CH:28][CH:27]=[CH:26][CH:25]=1, predict the reaction product. The product is: [NH2:18][C:10]1[C:9]2[N:19]=[C:6]([CH2:5][CH2:4][CH2:3][CH2:2][NH:1][C:31]([NH:30][C:24]3[CH:29]=[CH:28][CH:27]=[CH:26][CH:25]=3)=[O:32])[N:7]([CH2:20][CH:21]([CH3:23])[CH3:22])[C:8]=2[C:17]2[CH2:16][CH2:15][CH2:14][CH2:13][C:12]=2[N:11]=1. (2) Given the reactants ClC1C=C(C2C3C(=CC(OC)=CC=3)CN(C)C2)C=CC=1Cl.[C:22]([C@@H:25]([C@H:27]([C:29]([OH:31])=[O:30])[OH:28])[OH:26])([OH:24])=[O:23].[N:32]1[CH:33]=[N:34][N:35]2[CH:40]=[C:39]([C:41]3[CH:50]=[C:49]4[C:44]([CH:45]([C:51]5[CH:56]=[CH:55][C:54]([Cl:57])=[C:53]([Cl:58])[CH:52]=5)[CH2:46][NH:47][CH2:48]4)=[CH:43][CH:42]=3)[CH:38]=[CH:37][C:36]=12, predict the reaction product. The product is: [C:22]([C@@H:25]([C@H:27]([C:29]([O-:31])=[O:30])[OH:28])[OH:26])([O-:24])=[O:23].[C:22]([C@@H:25]([C@H:27]([C:29]([OH:31])=[O:30])[OH:28])[OH:26])([OH:24])=[O:23].[N:32]1[CH:33]=[N:34][N:35]2[CH:40]=[C:39]([C:41]3[CH:50]=[C:49]4[C:44]([CH:45]([C:51]5[CH:56]=[CH:55][C:54]([Cl:57])=[C:53]([Cl:58])[CH:52]=5)[CH2:46][NH:47][CH2:48]4)=[CH:43][CH:42]=3)[CH:38]=[CH:37][C:36]=12. (3) The product is: [OH:1][C:2]1[CH:6]([CH2:7][CH:8]([S:10][CH3:11])[CH3:9])[O:5][C:4](=[O:12])[C:3]=1[C:28](=[O:29])[CH2:27][CH2:26][S:25][CH3:24]. Given the reactants [OH:1][C:2]1[CH:6]([CH2:7][CH:8]([S:10][CH3:11])[CH3:9])[O:5][C:4](=[O:12])[CH:3]=1.CCN(CC)CC.C(Cl)CCl.[CH3:24][S:25][CH2:26][CH2:27][C:28](O)=[O:29].Cl.[Na+].[Cl-], predict the reaction product. (4) Given the reactants [CH2:1]([C@:3]12[CH2:11][CH:10]([CH:12]=[O:13])[C:9](=[O:14])[CH:8]=[C:7]1[CH2:6][CH2:5][C@:4]2([C:16]#[CH:17])[OH:15])[CH3:2].I[C:19]1[C:24]([S:25]([CH:28](C)C)(=[O:27])=[O:26])=[CH:23][CH:22]=[CH:21][N:20]=1.C(NC(C)C)(C)C, predict the reaction product. The product is: [CH2:1]([C@:3]12[CH2:11][CH:10]([CH:12]=[O:13])[C:9](=[O:14])[CH:8]=[C:7]1[CH2:6][CH2:5][C@@:4]2([OH:15])[C:16]#[C:17][C:19]1[C:24]([S:25]([CH3:28])(=[O:27])=[O:26])=[CH:23][CH:22]=[CH:21][N:20]=1)[CH3:2].